The task is: Regression/Classification. Given a drug SMILES string, predict its toxicity properties. Task type varies by dataset: regression for continuous values (e.g., LD50, hERG inhibition percentage) or binary classification for toxic/non-toxic outcomes (e.g., AMES mutagenicity, cardiotoxicity, hepatotoxicity). Dataset: ld50_zhu.. This data is from Acute oral toxicity (LD50) regression data from Zhu et al.. The molecule is OCC[Si](CCO)(CCO)CCO. The rat oral LD50 is 1.48, given as -log10 of the dose in mol/kg body weight (higher means more acutely toxic).